Dataset: Peptide-MHC class I binding affinity with 185,985 pairs from IEDB/IMGT. Task: Regression. Given a peptide amino acid sequence and an MHC pseudo amino acid sequence, predict their binding affinity value. This is MHC class I binding data. (1) The peptide sequence is RSLFNTVAVLY. The MHC is HLA-B15:01 with pseudo-sequence HLA-B15:01. The binding affinity (normalized) is 0.370. (2) The peptide sequence is SIQFFGERAL. The MHC is H-2-Db with pseudo-sequence H-2-Db. The binding affinity (normalized) is 0.0641. (3) The peptide sequence is IQNDLITEF. The MHC is HLA-C04:01 with pseudo-sequence HLA-C04:01. The binding affinity (normalized) is 0.0847.